This data is from Full USPTO retrosynthesis dataset with 1.9M reactions from patents (1976-2016). The task is: Predict the reactants needed to synthesize the given product. (1) Given the product [Cl:1][C:2]1[N:7]=[C:6]([N:12]2[CH2:11][CH2:10][N:9]([C:15]([O:17][C:18]([CH3:21])([CH3:20])[CH3:19])=[O:16])[CH2:14][CH2:13]2)[CH:5]=[CH:4][N:3]=1, predict the reactants needed to synthesize it. The reactants are: [Cl:1][C:2]1[N:7]=[C:6](Cl)[CH:5]=[CH:4][N:3]=1.[N:9]1([C:15]([O:17][C:18]([CH3:21])([CH3:20])[CH3:19])=[O:16])[CH2:14][CH2:13][NH:12][CH2:11][CH2:10]1.C(=O)([O-])O.[Na+]. (2) Given the product [CH3:21][O:22][C:23]([C:25]1[CH:30]=[CH:29][C:28]([C:10]2[C:11]3[C:16](=[CH:15][C:14]([N+:17]([O-:19])=[O:18])=[CH:13][CH:12]=3)[N:8]([C:6]([O:5][C:1]([CH3:4])([CH3:3])[CH3:2])=[O:7])[N:9]=2)=[CH:27][CH:26]=1)=[O:24], predict the reactants needed to synthesize it. The reactants are: [C:1]([O:5][C:6]([N:8]1[C:16]2[C:11](=[CH:12][CH:13]=[C:14]([N+:17]([O-:19])=[O:18])[CH:15]=2)[C:10](I)=[N:9]1)=[O:7])([CH3:4])([CH3:3])[CH3:2].[CH3:21][O:22][C:23]([C:25]1[CH:30]=[CH:29][C:28](B(O)O)=[CH:27][CH:26]=1)=[O:24].